From a dataset of Reaction yield outcomes from USPTO patents with 853,638 reactions. Predict the reaction yield, written as a fraction of the theoretical maximum amount of product (1.0 means a 100% yield; for example, 0.34 means a 34% yield). (1) The reactants are [NH2:1][C:2]1[CH:7]=[CH:6][C:5]([C:8]([CH3:12])([CH3:11])[C:9]#[N:10])=[CH:4][C:3]=1[CH3:13].[CH3:14][O:15][C:16]1[CH:17]=[C:18]([CH:22]=[CH:23][C:24]=1[O:25][CH3:26])[C:19](Cl)=[O:20].C(N(CC)CC)C. The catalyst is C(Cl)Cl. The product is [C:9]([C:8]([CH3:11])([CH3:12])[C:5]1[CH:6]=[CH:7][C:2]([NH:1][C:19](=[O:20])[C:18]2[CH:22]=[CH:23][C:24]([O:25][CH3:26])=[C:16]([O:15][CH3:14])[CH:17]=2)=[C:3]([CH3:13])[CH:4]=1)#[N:10]. The yield is 0.330. (2) The reactants are C([N:8]1[CH2:22][CH2:21][C:11]2([C:19]3[C:14](=[N:15][CH:16]=[CH:17][CH:18]=3)[N:13]([CH3:20])[CH2:12]2)[CH2:10][CH2:9]1)C1C=CC=CC=1.ClC(OC(Cl)C)=O. No catalyst specified. The product is [CH3:20][N:13]1[C:14]2=[N:15][CH:16]=[CH:17][CH:18]=[C:19]2[C:11]2([CH2:21][CH2:22][NH:8][CH2:9][CH2:10]2)[CH2:12]1. The yield is 0.640.